This data is from Forward reaction prediction with 1.9M reactions from USPTO patents (1976-2016). The task is: Predict the product of the given reaction. (1) The product is: [C:5]([O:4][CH:2]1[C:23]2[N:24]=[CH:25][N:26]=[C:21]([N:18]3[CH2:19][CH2:20][N:15]([C:13]([O:12][C:8]([CH3:11])([CH3:10])[CH3:9])=[O:14])[CH2:16][CH2:17]3)[C:22]=2[C@H:30]([CH3:29])[CH2:1]1)(=[O:6])[CH3:7]. Given the reactants [CH3:1][C:2]([O:4][C:5]([CH3:7])=[O:6])=O.[C:8]([O:12][C:13]([N:15]1[CH2:20][CH2:19][N:18]([C:21]2[N:26]=[CH:25][N+:24]([O-])=[C:23]3C[CH2:29][C@@H:30](C)[C:22]=23)[CH2:17][CH2:16]1)=[O:14])([CH3:11])([CH3:10])[CH3:9], predict the reaction product. (2) Given the reactants [Cl:1][C:2]1[CH:3]=[CH:4][C:5]([C:25]([F:28])([F:27])[F:26])=[C:6]([C:8]2[CH:13]=[CH:12][N:11]([CH:14]([CH2:20][CH:21]3[CH2:23][CH2:22]3)[C:15]([O:17]CC)=[O:16])[C:10](=[O:24])[CH:9]=2)[CH:7]=1.[OH-].[Li+], predict the reaction product. The product is: [Cl:1][C:2]1[CH:3]=[CH:4][C:5]([C:25]([F:28])([F:26])[F:27])=[C:6]([C:8]2[CH:13]=[CH:12][N:11]([CH:14]([CH2:20][CH:21]3[CH2:22][CH2:23]3)[C:15]([OH:17])=[O:16])[C:10](=[O:24])[CH:9]=2)[CH:7]=1. (3) Given the reactants [OH:1][CH2:2][C:3]1[CH:8]=[CH:7][C:6]([CH2:9][CH2:10][CH2:11][OH:12])=[C:5]([O:13][CH3:14])[CH:4]=1, predict the reaction product. The product is: [OH:12][CH2:11][CH2:10][CH2:9][C:6]1[CH:7]=[CH:8][C:3]([CH:2]=[O:1])=[CH:4][C:5]=1[O:13][CH3:14]. (4) Given the reactants [BH-](OC(C)=O)(OC(C)=O)OC(C)=O.[Na+].O=[C:16]1[CH2:21][CH2:20][CH:19]([CH:22]([NH:26][C:27]([C:29]2[C:38]([NH:39][C:40]([NH:42][C:43]3[C:48]([CH3:49])=[CH:47][C:46]([CH3:50])=[CH:45][C:44]=3[CH3:51])=[O:41])=[CH:37][C:36]3[C:31](=[CH:32][CH:33]=[CH:34][CH:35]=3)[CH:30]=2)=[O:28])[C:23]([OH:25])=[O:24])[CH2:18][CH2:17]1.[CH:52]1([NH2:56])[CH2:55][CH2:54][CH2:53]1.Cl, predict the reaction product. The product is: [CH:52]1([NH:56][CH:16]2[CH2:21][CH2:20][CH:19]([CH:22]([NH:26][C:27]([C:29]3[C:38]([NH:39][C:40]([NH:42][C:43]4[C:48]([CH3:49])=[CH:47][C:46]([CH3:50])=[CH:45][C:44]=4[CH3:51])=[O:41])=[CH:37][C:36]4[C:31](=[CH:32][CH:33]=[CH:34][CH:35]=4)[CH:30]=3)=[O:28])[C:23]([OH:25])=[O:24])[CH2:18][CH2:17]2)[CH2:55][CH2:54][CH2:53]1. (5) Given the reactants C([O:8][C:9]1[C:10](=[O:29])[N:11]([CH3:28])[CH:12]=[C:13]([C:16]2[CH:17]=[C:18]([C:22]3[CH:27]=[CH:26][CH:25]=[CH:24][CH:23]=3)[CH:19]=[CH:20][CH:21]=2)[C:14]=1[F:15])C1C=CC=CC=1.C(S)C.B(F)(F)F.CCOCC, predict the reaction product. The product is: [C:18]1([C:22]2[CH:27]=[CH:26][CH:25]=[CH:24][CH:23]=2)[CH:19]=[CH:20][CH:21]=[C:16]([C:13]2[C:14]([F:15])=[C:9]([OH:8])[C:10](=[O:29])[N:11]([CH3:28])[CH:12]=2)[CH:17]=1.